From a dataset of Full USPTO retrosynthesis dataset with 1.9M reactions from patents (1976-2016). Predict the reactants needed to synthesize the given product. (1) Given the product [C:1]([O:5][C:6](=[O:23])[NH:7][CH:8]([C:15]1[CH:20]=[CH:19][C:18]([CH3:21])=[C:17]([Cl:22])[CH:16]=1)[C:9]([C:28]1[CH:29]=[CH:30][C:25]([I:24])=[CH:26][CH:27]=1)=[O:14])([CH3:2])([CH3:3])[CH3:4], predict the reactants needed to synthesize it. The reactants are: [C:1]([O:5][C:6](=[O:23])[NH:7][CH:8]([C:15]1[CH:20]=[CH:19][C:18]([CH3:21])=[C:17]([Cl:22])[CH:16]=1)[C:9](=[O:14])N(OC)C)([CH3:4])([CH3:3])[CH3:2].[I:24][C:25]1[CH:30]=[CH:29][C:28](I)=[CH:27][CH:26]=1. (2) Given the product [Cl:1][C:2]1[CH:7]=[CH:6][C:5]([C@@H:8]2[CH2:13][CH2:12][N:11]([CH3:14])[CH2:10][C@H:9]2[C:15]([O:17][CH3:18])=[O:16])=[CH:4][CH:3]=1, predict the reactants needed to synthesize it. The reactants are: [Cl:1][C:2]1[CH:7]=[CH:6][C:5]([C@H:8]2[CH2:13][CH2:12][N:11]([CH3:14])[CH2:10][C@H:9]2[C:15]([O:17][CH3:18])=[O:16])=[CH:4][CH:3]=1. (3) Given the product [ClH:34].[NH2:23][CH:20]1[CH2:21][CH2:22][N:18]([C:16]2[N:17]=[C:12]([NH:11][C:5]3[CH:6]=[CH:7][C:8]([O:9][CH3:10])=[C:3]([O:2][CH3:1])[CH:4]=3)[C:13]3[N:33]=[CH:32][S:31][C:14]=3[N:15]=2)[CH2:19]1, predict the reactants needed to synthesize it. The reactants are: [CH3:1][O:2][C:3]1[CH:4]=[C:5]([NH:11][C:12]2[C:13]3[N:33]=[CH:32][S:31][C:14]=3[N:15]=[C:16]([N:18]3[CH2:22][CH2:21][CH:20]([NH:23]C(=O)OC(C)(C)C)[CH2:19]3)[N:17]=2)[CH:6]=[CH:7][C:8]=1[O:9][CH3:10].[ClH:34]. (4) Given the product [OH:38][CH2:37][CH2:36][O:35][C:32]1[CH:31]=[CH:30][C:29]([CH2:28][CH:22]([CH2:21][CH2:20][O:13][C:14]2[CH:15]=[CH:16][CH:17]=[CH:18][CH:19]=2)[C:23]([O:25][CH2:26][CH3:27])=[O:24])=[CH:34][CH:33]=1, predict the reactants needed to synthesize it. The reactants are: O.C1(C)C=CC(S(O)(=O)=O)=CC=1.[O:13]([CH2:20][CH2:21][CH:22]([CH2:28][C:29]1[CH:34]=[CH:33][C:32]([O:35][CH2:36][CH2:37][O:38]C2CCCCO2)=[CH:31][CH:30]=1)[C:23]([O:25][CH2:26][CH3:27])=[O:24])[C:14]1[CH:19]=[CH:18][CH:17]=[CH:16][CH:15]=1. (5) Given the product [CH3:48][CH2:49][N:4]([CH2:5][CH2:6][O:18][C:19]1[CH:20]=[CH:21][C:22]([CH2:23][C:25]2[CH:36]=[CH:35][CH:34]=[CH:33][CH:32]=2)=[CH:41][CH:42]=1)[CH2:2][CH3:1].[ClH:43], predict the reactants needed to synthesize it. The reactants are: [CH3:1][C:2]([NH:4][C@H:5]1[C@H](O)O[C@H](OS(O)(=O)=O)[C@H](O)[C@@H:6]1[O:18][C@@H:19]1O[C@H:23]([C:25](O)=O)[C@@H:22](O)[C@H:21](O)[C@H:20]1O)=O.C1[CH:32]=[CH:33][C:34]2N(O)N=N[C:35]=2[CH:36]=1.[CH2:41](Cl)[CH2:42][Cl:43].O.CO.[CH3:48][CH2:49]O.